Dataset: Catalyst prediction with 721,799 reactions and 888 catalyst types from USPTO. Task: Predict which catalyst facilitates the given reaction. (1) Reactant: [C:1]([C:4]1[CH:12]=[CH:11][C:7](C(O)=O)=[CH:6][CH:5]=1)(=O)[CH3:2].[CH2:13]([Cl:16])CCl.C1C=CC2N([OH:26])N=NC=2C=1.CCN(C(C)C)C(C)C. Product: [C:13]([Cl:16])(=[O:26])[CH2:2][CH2:1][C:4]1[CH:5]=[CH:6][CH:7]=[CH:11][CH:12]=1. The catalyst class is: 2. (2) Reactant: [CH3:1][C:2]1([CH3:18])[O:6][CH:5]([CH2:7][C:8]2[C:15]([O:16][CH3:17])=[CH:14][CH:13]=[CH:12][C:9]=2[CH:10]=O)[CH2:4][O:3]1.[OH2:19]. Product: [CH3:1][C:2]1([CH3:18])[O:6][CH:5]([CH2:7][C:8]2[C:15]([O:16][CH3:17])=[CH:14][CH:13]=[CH:12][C:9]=2/[CH:10]=[CH:1]/[C:2]([O:3][CH2:4][CH3:5])=[O:19])[CH2:4][O:3]1. The catalyst class is: 7. (3) Reactant: [H-].[Na+].[N+:3]([C:6]1[CH:12]=[CH:11][CH:10]=[CH:9][C:7]=1[NH2:8])([O-:5])=[O:4].[CH3:13][C:14]1[CH:21]=[CH:20][C:19]([CH3:22])=[CH:18][C:15]=1[CH2:16]Br. Product: [CH3:13][C:14]1[CH:21]=[CH:20][C:19]([CH3:22])=[CH:18][C:15]=1[CH2:16][NH:8][C:7]1[CH:9]=[CH:10][CH:11]=[CH:12][C:6]=1[N+:3]([O-:5])=[O:4]. The catalyst class is: 3.